Task: Predict the reactants needed to synthesize the given product.. Dataset: Full USPTO retrosynthesis dataset with 1.9M reactions from patents (1976-2016) (1) Given the product [CH3:39][C:38]1[CH:37]=[CH:36][C:22]([N+:15]([O-:17])=[O:16])([C:23]([NH:25][C:26]2[CH:31]=[CH:30][CH:29]=[C:28]([C:32]([F:35])([F:34])[F:33])[CH:27]=2)=[O:24])[CH2:21][C:20]=1[C:46]1[CH:51]=[CH:50][CH:49]=[CH:48][CH:47]=1, predict the reactants needed to synthesize it. The reactants are: CC1(C)C(C)(C)OB(C2C=CC=C([N+:15]([O-:17])=[O:16])C=2)O1.I[C:20]1[CH:21]=[C:22]([CH:36]=[CH:37][C:38]=1[CH3:39])[C:23]([NH:25][C:26]1[CH:31]=[CH:30][CH:29]=[C:28]([C:32]([F:35])([F:34])[F:33])[CH:27]=1)=[O:24].C(=O)([O-])[O-].[K+].[K+].[C:46]1(C)[CH:51]=[CH:50][CH:49]=[CH:48][CH:47]=1. (2) Given the product [CH3:3][O:4][C:5]1[CH:6]=[C:7]([CH:8]=[CH:17][C:18](=[O:19])[CH3:20])[CH:10]=[CH:11][C:12]=1[O:13][CH2:14][CH3:15], predict the reactants needed to synthesize it. The reactants are: [OH-].[Na+].[CH3:3][O:4][C:5]1[CH:6]=[C:7]([CH:10]=[CH:11][C:12]=1[O:13][CH2:14][CH3:15])[CH:8]=O.Cl.[CH3:17][C:18]([CH3:20])=[O:19]. (3) Given the product [Cl:8][C:6]1[N:5]=[CH:4][N:3]=[C:2]([NH:25][CH2:24][C:21]2[CH:22]=[CH:23][N:18]=[CH:19][CH:20]=2)[CH:7]=1, predict the reactants needed to synthesize it. The reactants are: Cl[C:2]1[CH:7]=[C:6]([Cl:8])[N:5]=[CH:4][N:3]=1.CCN(C(C)C)C(C)C.[N:18]1[CH:23]=[CH:22][C:21]([CH2:24][NH2:25])=[CH:20][CH:19]=1.O. (4) Given the product [CH3:27][O:26][CH:25]([O:28][CH3:29])[CH2:24][CH2:23][N:12]1[CH:13]=[C:8]([C:4]2[S:3][C:2]([CH3:1])=[N:6][C:5]=2[CH3:7])[C:9](=[O:15])[NH:10][C:11]1=[O:14], predict the reactants needed to synthesize it. The reactants are: [CH3:1][C:2]1[S:3][C:4]([C:8]2[C:9](=[O:15])[NH:10][C:11](=[O:14])[NH:12][CH:13]=2)=[C:5]([CH3:7])[N:6]=1.C(=O)([O-])[O-].[K+].[K+].Br[CH2:23][CH2:24][CH:25]([O:28][CH3:29])[O:26][CH3:27]. (5) The reactants are: [CH2:1]([O:3][C:4]([C:6]1[CH:11]=[C:10]([O:12][CH2:13][CH2:14][O:15][CH2:16][CH2:17][O:18][CH2:19][CH2:20][N:21]=[N+]=[N-])[CH:9]=[C:8]([C:24]([O:26][CH2:27][CH3:28])=[O:25])[N:7]=1)=[O:5])[CH3:2].[C:29]([O:33][C:34](O[C:34]([O:33][C:29]([CH3:32])([CH3:31])[CH3:30])=[O:35])=[O:35])([CH3:32])([CH3:31])[CH3:30]. Given the product [CH2:1]([O:3][C:4]([C:6]1[CH:11]=[C:10]([O:12][CH2:13][CH2:14][O:15][CH2:16][CH2:17][O:18][CH2:19][CH2:20][NH:21][C:34]([O:33][C:29]([CH3:32])([CH3:31])[CH3:30])=[O:35])[CH:9]=[C:8]([C:24]([O:26][CH2:27][CH3:28])=[O:25])[N:7]=1)=[O:5])[CH3:2], predict the reactants needed to synthesize it. (6) Given the product [CH2:30]([O:29][CH:5]([CH2:6][C:7]1[CH:8]=[CH:9][C:10]([O:13][CH2:14][CH2:15][CH2:16][CH2:17][C:18]2[CH:23]=[CH:22][CH:21]=[CH:20][C:19]=2[O:24][S:25]([CH3:28])(=[O:27])=[O:26])=[CH:11][CH:12]=1)[C:4]([OH:32])=[O:3])[CH3:31], predict the reactants needed to synthesize it. The reactants are: C([O:3][C:4](=[O:32])[CH:5]([O:29][CH2:30][CH3:31])[CH2:6][C:7]1[CH:12]=[CH:11][C:10]([O:13][CH2:14][CH2:15][CH2:16][CH2:17][C:18]2[CH:23]=[CH:22][CH:21]=[CH:20][C:19]=2[O:24][S:25]([CH3:28])(=[O:27])=[O:26])=[CH:9][CH:8]=1)C.[OH-].[Li+]. (7) Given the product [CH2:12]([C:14]1[CH:19]=[CH:18][C:17]([O:20][CH3:21])=[CH:16][N+:15]=1[O-:6])[CH3:13], predict the reactants needed to synthesize it. The reactants are: ClC1C=C(C=CC=1)C(OO)=[O:6].[CH2:12]([C:14]1[CH:19]=[CH:18][C:17]([O:20][CH3:21])=[CH:16][N:15]=1)[CH3:13]. (8) Given the product [C:1]([OH:10])(=[O:9])[CH2:2][CH2:3][CH2:4][CH2:5][C:6]([O-:8])=[O:7].[Na+:15], predict the reactants needed to synthesize it. The reactants are: [C:1]([OH:10])(=[O:9])[CH2:2][CH2:3][CH2:4][CH2:5][C:6]([OH:8])=[O:7].C([O-])(=O)C.[Na+:15].